This data is from Forward reaction prediction with 1.9M reactions from USPTO patents (1976-2016). The task is: Predict the product of the given reaction. (1) Given the reactants [C:1]1([CH3:11])[CH:6]=[CH:5][C:4]([S:7](Cl)(=[O:9])=[O:8])=[CH:3][CH:2]=1.[OH:12][CH2:13][CH2:14][O:15][CH2:16][CH2:17][O:18][CH2:19][CH2:20][O:21][CH2:22][CH2:23][OH:24].C(N(CC)CC)C, predict the reaction product. The product is: [OH:24][CH2:23][CH2:22][O:21][CH2:20][CH2:19][O:18][CH2:17][CH2:16][O:15][CH2:14][CH2:13][O:12][S:7]([C:4]1[CH:5]=[CH:6][C:1]([CH3:11])=[CH:2][CH:3]=1)(=[O:9])=[O:8]. (2) Given the reactants C([N:4]1[C:12]2[C:7](=[CH:8][C:9]([OH:13])=[CH:10][CH:11]=2)[C:6]([CH3:15])([CH3:14])[CH2:5]1)(=O)C.C([O-])(O)=O.[Na+], predict the reaction product. The product is: [CH3:14][C:6]1([CH3:15])[C:7]2[C:12](=[CH:11][CH:10]=[C:9]([OH:13])[CH:8]=2)[NH:4][CH2:5]1.